From a dataset of Catalyst prediction with 721,799 reactions and 888 catalyst types from USPTO. Predict which catalyst facilitates the given reaction. (1) Reactant: CC1(C)C(C)(C)OB([C:9]2[C:10]3[CH:11]=[CH:12][C:13]([C:19]#[N:20])=[CH:14][C:15]=3[CH2:16][CH2:17][CH:18]=2)O1.I[C:23]1[N:27]([CH2:28][C:29]([O-:31])=[O:30])[CH:26]=[N:25][CH:24]=1.C(=O)([O-])[O-].[Na+].[Na+].O.O1CCO[CH2:41][CH2:40]1. Product: [C:19]([C:13]1[CH:14]=[C:15]2[C:10](=[CH:11][CH:12]=1)[C:9]([C:23]1[N:27]([CH2:28][C:29]([O:31][CH2:40][CH3:41])=[O:30])[CH:26]=[N:25][CH:24]=1)=[CH:18][CH2:17][CH2:16]2)#[N:20]. The catalyst class is: 73. (2) Reactant: [CH2:1]([N:8]1[CH2:13][CH2:12][N:11]([CH2:14][C:15]2([C:21]#[N:22])[CH2:20][CH2:19][CH2:18][CH2:17][CH2:16]2)[CH2:10][CH2:9]1)[C:2]1[CH:7]=[CH:6][CH:5]=[CH:4][CH:3]=1.[H-].[H-].[H-].[H-].[Li+].[Al+3]. Product: [CH2:1]([N:8]1[CH2:9][CH2:10][N:11]([CH2:14][C:15]2([CH2:21][NH2:22])[CH2:16][CH2:17][CH2:18][CH2:19][CH2:20]2)[CH2:12][CH2:13]1)[C:2]1[CH:3]=[CH:4][CH:5]=[CH:6][CH:7]=1. The catalyst class is: 7. (3) Product: [C:1]([CH2:8][C:9]([CH3:20])([OH:19])[CH:10]([NH2:18])[CH2:11][C:12]1[CH:13]=[CH:14][CH:15]=[CH:16][CH:17]=1)([O:3][C:4]([CH3:7])([CH3:6])[CH3:5])=[O:2]. The catalyst class is: 2. Reactant: [C:1]([CH2:8][C:9](=[O:19])[CH:10]([NH2:18])[CH2:11][C:12]1[CH:17]=[CH:16][CH:15]=[CH:14][CH:13]=1)([O:3][C:4]([CH3:7])([CH3:6])[CH3:5])=[O:2].[CH3:20][Mg]Br.